Dataset: Reaction yield outcomes from USPTO patents with 853,638 reactions. Task: Predict the reaction yield, written as a fraction of the theoretical maximum amount of product (1.0 means a 100% yield; for example, 0.34 means a 34% yield). (1) The reactants are [CH2:1](N(CC)CC)C.[S:8](Cl)([C:11]1[CH:17]=[CH:16][C:14]([CH3:15])=[CH:13][CH:12]=1)(=[O:10])=[O:9].CC(C[AlH]CC(C)C)C.[C@H:28](O)([C:34]([O-:36])=O)[C@@H:29]([OH:33])C([O-])=O.[Na+].[K+]. The catalyst is CN(C1C=CN=CC=1)C.C(Cl)Cl.C1(C)C=CC=CC=1.C(OCC)C.O. The product is [CH3:15][C:14]1[CH:16]=[CH:17][C:11]([S:8]([O:36][CH2:34][CH:28]([CH3:1])[CH2:29][OH:33])(=[O:10])=[O:9])=[CH:12][CH:13]=1. The yield is 0.870. (2) The reactants are [Br:1][C:2]1[CH:3]=[C:4]2[C:10]([C:11]([OH:13])=O)=[N:9][NH:8][C:5]2=[N:6][CH:7]=1.C1N=CN(C(N2C=NC=C2)=O)C=1.Cl.[CH3:27][NH:28][O:29][CH3:30]. The catalyst is CN(C=O)C. The product is [Br:1][C:2]1[CH:3]=[C:4]2[C:10]([C:11]([N:28]([O:29][CH3:30])[CH3:27])=[O:13])=[N:9][NH:8][C:5]2=[N:6][CH:7]=1. The yield is 0.920. (3) The reactants are [Br:1][C:2]1[C:10]([CH2:11][CH3:12])=[C:9]2[C:5]([C:6]3[CH2:16][CH2:15][O:14][C:13]([CH2:19][C:20](O)=[O:21])([CH2:17][CH3:18])[C:7]=3[NH:8]2)=[CH:4][CH:3]=1. The catalyst is C1COCC1. The product is [Br:1][C:2]1[C:10]([CH2:11][CH3:12])=[C:9]2[C:5]([C:6]3[CH2:16][CH2:15][O:14][C:13]([CH2:19][CH2:20][OH:21])([CH2:17][CH3:18])[C:7]=3[NH:8]2)=[CH:4][CH:3]=1. The yield is 0.760. (4) The reactants are [OH:1][C:2]1[CH:3]=[CH:4][C:5]2[C:6]3[N:7]([CH2:21][CH2:22][N:23]=3)[C:8]([NH:12][C:13](=[O:20])[C:14]3[CH:19]=[CH:18][CH:17]=[N:16][CH:15]=3)=[N:9][C:10]=2[CH:11]=1.C([O-])([O-])=O.[K+].[K+].Cl[CH2:31][CH2:32][CH2:33][S:34]([N:37]1[CH2:42][CH2:41][O:40][CH2:39][CH2:38]1)(=[O:36])=[O:35].O. The catalyst is CN(C=O)C. The product is [N:37]1([S:34]([CH2:33][CH2:32][CH2:31][O:1][C:2]2[CH:3]=[CH:4][C:5]3[C:6]4[N:7]([CH2:21][CH2:22][N:23]=4)[C:8]([NH:12][C:13](=[O:20])[C:14]4[CH:19]=[CH:18][CH:17]=[N:16][CH:15]=4)=[N:9][C:10]=3[CH:11]=2)(=[O:36])=[O:35])[CH2:38][CH2:39][O:40][CH2:41][CH2:42]1. The yield is 0.330. (5) The reactants are [CH3:1][CH2:2][CH2:3][CH:4]([NH:8][C:9]([C:11]1[CH:12]=[CH:13][C:14]2[O:18][C:17]([SH:19])=[N:16][C:15]=2[CH:20]=1)=[O:10])[CH2:5][CH2:6][CH3:7].N[C:22]1C=C(C=CC=1O)C(NC(CCC)CCC)=O. The catalyst is CCO. The product is [CH3:7][CH2:6][CH2:5][CH:4]([NH:8][C:9]([C:11]1[CH:12]=[CH:13][C:14]2[O:18][C:17]([S:19][CH3:22])=[N:16][C:15]=2[CH:20]=1)=[O:10])[CH2:3][CH2:2][CH3:1]. The yield is 0.550.